Binary Classification. Given a miRNA mature sequence and a target amino acid sequence, predict their likelihood of interaction. From a dataset of Experimentally validated miRNA-target interactions with 360,000+ pairs, plus equal number of negative samples. The miRNA is hsa-miR-548al with sequence AACGGCAAUGACUUUUGUACCA. The protein sequence of the target gene is MLFTVSCSKMSSIVDRDDSSIFDGLVEEDDKDKAKRVSRNKSEKKRRDQFNVLIKELGSMLPGNARKMDKSTVLQKSIDFLRKHKEITAQSDASEIRQDWKPTFLSNEEFTQLMLEALDGFFLAIMTDGSIIYVSESVTSLLEHLPSDLVDQSIFNFIPEGEHSEVYKILSTHLLESDSLTPEYLKSKNQLEFCCHMLRGTIDPKEPSTYEYVKFIGNFKSLNSVSSSAHNGFEGTIQRTHRPSYEDRVCFVATVRLATPQFIKEMCTVEEPNEEFTSRHSLEWKFLFLDHRAPPIIGYL.... Result: 0 (no interaction).